Dataset: Forward reaction prediction with 1.9M reactions from USPTO patents (1976-2016). Task: Predict the product of the given reaction. (1) Given the reactants [CH3:1][N:2]([CH2:22][C:23]1[N:24]([CH3:32])[C:25]2[C:30]([CH:31]=1)=[CH:29][CH:28]=[CH:27][CH:26]=2)[C:3](/[CH:5]=[CH:6]/[C:7]1[CH:21]=[N:20][C:10]2[NH:11][C:12](=[O:19])[N:13]([CH2:15][C:16](O)=[O:17])[CH2:14][C:9]=2[CH:8]=1)=[O:4].[ClH:33].C[N:35]1[CH2:41][C:40]2C=C(/C=C/C(O)=O)C=N[C:39]=2[NH:38][C:37](=O)[CH2:36]1.CN1CCNCC1.CNCC1C=CC2C(=CC=CC=2)C=1CCC, predict the reaction product. The product is: [ClH:33].[CH3:1][N:2]([CH2:22][C:23]1[N:24]([CH3:32])[C:25]2[C:30]([CH:31]=1)=[CH:29][CH:28]=[CH:27][CH:26]=2)[C:3](=[O:4])/[CH:5]=[CH:6]/[C:7]1[CH:21]=[N:20][C:10]2[NH:11][C:12](=[O:19])[N:13]([CH2:15][C:16]([N:35]3[CH2:36][CH2:37][N:38]([CH3:39])[CH2:40][CH2:41]3)=[O:17])[CH2:14][C:9]=2[CH:8]=1. (2) Given the reactants [F:1][C:2]1([F:32])[CH2:7][CH2:6][CH:5]([CH2:8][NH:9][C:10]([C:12]2[C:13]3[CH:14]=[CH:15][C:16]([C:23]4[CH2:24][CH2:25][N:26]([CH:29]([CH3:31])[CH3:30])[CH2:27][CH:28]=4)=[N:17][C:18]=3[CH:19]=[CH:20][C:21]=2[Cl:22])=[O:11])[CH2:4][CH2:3]1.C([SiH](CC)CC)C, predict the reaction product. The product is: [F:32][C:2]1([F:1])[CH2:7][CH2:6][CH:5]([CH2:8][NH:9][C:10]([C:12]2[C:13]3[CH:14]=[CH:15][C:16]([CH:23]4[CH2:24][CH2:25][N:26]([CH:29]([CH3:30])[CH3:31])[CH2:27][CH2:28]4)=[N:17][C:18]=3[CH:19]=[CH:20][C:21]=2[Cl:22])=[O:11])[CH2:4][CH2:3]1. (3) Given the reactants [F:1][C:2]1[CH:3]=[C:4]([CH:8]=[C:9]([CH3:11])[CH:10]=1)[C:5]([OH:7])=[O:6].[O-:12][Mn](=O)(=O)=O.[K+].[OH2:18], predict the reaction product. The product is: [F:1][C:2]1[CH:3]=[C:4]([C:5]([OH:7])=[O:6])[CH:8]=[C:9]([CH:10]=1)[C:11]([OH:12])=[O:18]. (4) Given the reactants [F:1][C:2]1[CH:7]=[CH:6][C:5]([F:8])=[CH:4][C:3]=1[C@H:9]1[CH2:13][CH2:12][CH2:11][N:10]1[C:14]1[CH:19]=[CH:18][N:17]2[N:20]=[CH:21][C:22]([C:23]#[N:24])=[C:16]2[N:15]=1.[OH:25]S(O)(=O)=O.O.CCCCCC, predict the reaction product. The product is: [F:1][C:2]1[CH:7]=[CH:6][C:5]([F:8])=[CH:4][C:3]=1[C@H:9]1[CH2:13][CH2:12][CH2:11][N:10]1[C:14]1[CH:19]=[CH:18][N:17]2[N:20]=[CH:21][C:22]([C:23]([NH2:24])=[O:25])=[C:16]2[N:15]=1.